From a dataset of Forward reaction prediction with 1.9M reactions from USPTO patents (1976-2016). Predict the product of the given reaction. (1) Given the reactants CN(C=O)C.[NH:6]1[CH:10]=[CH:9][N:8]=[C:7]1[CH2:11][CH2:12][OH:13].[H-].[Na+].I[CH2:17][CH2:18][CH2:19][CH2:20][C:21]1[CH:42]=[CH:41][C:24]([O:25][CH2:26][C:27]2[N:28]=[C:29](/[CH:32]=[CH:33]/[C:34]3[CH:39]=[CH:38][C:37]([Br:40])=[CH:36][CH:35]=3)[O:30][CH:31]=2)=[CH:23][CH:22]=1, predict the reaction product. The product is: [Br:40][C:37]1[CH:36]=[CH:35][C:34](/[CH:33]=[CH:32]/[C:29]2[O:30][CH:31]=[C:27]([CH2:26][O:25][C:24]3[CH:23]=[CH:22][C:21]([CH2:20][CH2:19][CH2:18][CH2:17][N:6]4[CH:10]=[CH:9][N:8]=[C:7]4[CH2:11][CH2:12][OH:13])=[CH:42][CH:41]=3)[N:28]=2)=[CH:39][CH:38]=1. (2) Given the reactants [Br:1][C:2]1[CH:8]=[CH:7][C:5]([NH2:6])=[C:4]([F:9])[CH:3]=1.CO[CH:12]1[CH2:16][CH2:15][CH:14](OC)O1, predict the reaction product. The product is: [Br:1][C:2]1[CH:8]=[CH:7][C:5]([N:6]2[CH:12]=[CH:16][CH:15]=[CH:14]2)=[C:4]([F:9])[CH:3]=1. (3) Given the reactants [OH:1][CH2:2][CH2:3][CH2:4][O:5][C:6]1[C:11]([CH3:12])=[CH:10][C:9]([CH2:13][CH2:14][C:15]([C:17]2[S:18][C:19]([CH3:28])=[C:20]3[CH2:25][C:24]([CH3:27])([CH3:26])[CH2:23][CH2:22][C:21]=23)=[O:16])=[CH:8][C:7]=1[CH3:29].CCN(C(C)C)C(C)C.[CH3:39][S:40](Cl)(=[O:42])=[O:41], predict the reaction product. The product is: [CH3:12][C:11]1[CH:10]=[C:9]([CH2:13][CH2:14][C:15](=[O:16])[C:17]2[S:18][C:19]([CH3:28])=[C:20]3[CH2:25][C:24]([CH3:27])([CH3:26])[CH2:23][CH2:22][C:21]=23)[CH:8]=[C:7]([CH3:29])[C:6]=1[O:5][CH2:4][CH2:3][CH2:2][O:1][S:40]([CH3:39])(=[O:42])=[O:41]. (4) Given the reactants [Br:1][CH2:2][CH2:3][CH2:4][P:5]([C:18]([C:20]1[C:25]([CH3:26])=[CH:24][C:23]([CH3:27])=[CH:22][C:21]=1[CH3:28])=[O:19])([C:7]([C:9]1[C:14]([CH3:15])=[CH:13][C:12]([CH3:16])=[CH:11][C:10]=1[CH3:17])=[O:8])=[O:6].C[C:30]1[NH:31][CH:32]=[CH:33][N:34]=1.[C:35]1(C)C=CC=CC=1, predict the reaction product. The product is: [Br-:1].[CH3:17][C:10]1[CH:11]=[C:12]([CH3:16])[CH:13]=[C:14]([CH3:15])[C:9]=1[C:7]([P:5]([CH2:4][CH2:3][CH2:2][N+:34]1[CH:33]=[CH:32][N:31]([CH3:35])[CH:30]=1)([C:18](=[O:19])[C:20]1[C:25]([CH3:26])=[CH:24][C:23]([CH3:27])=[CH:22][C:21]=1[CH3:28])=[O:6])=[O:8]. (5) The product is: [F:38][C:37]([F:39])([F:40])[C:32]([C:28]1[CH:27]=[C:26]2[C:31](=[CH:30][CH:29]=1)[N:22]([S:19]([C:16]1[CH:15]=[CH:14][C:13]([F:12])=[CH:18][CH:17]=1)(=[O:20])=[O:21])[C@H:23]([CH2:42][C:43]1[S:48][C:47]([S:49][CH3:50])=[N:46][N:45]=1)[CH2:24][CH2:25]2)([OH:41])[C:33]([F:36])([F:34])[F:35]. Given the reactants CC1C=CC(S(O)(=O)=O)=CC=1.[F:12][C:13]1[CH:18]=[CH:17][C:16]([S:19]([N:22]2[C:31]3[C:26](=[CH:27][C:28]([C:32]([OH:41])([C:37]([F:40])([F:39])[F:38])[C:33]([F:36])([F:35])[F:34])=[CH:29][CH:30]=3)[CH2:25][CH2:24][C@H:23]2[CH2:42][C:43]([NH:45][NH:46][C:47]([S:49][CH3:50])=[S:48])=O)(=[O:21])=[O:20])=[CH:15][CH:14]=1, predict the reaction product.